Predict the reactants needed to synthesize the given product. From a dataset of Full USPTO retrosynthesis dataset with 1.9M reactions from patents (1976-2016). (1) Given the product [Cl:12][C:7]1[CH:8]=[CH:9][CH:10]=[CH:11][C:6]=1[CH:5]([O:13][CH:14]1[CH2:17][N:16]([C:41]([NH:39][CH2:38][CH2:37][CH3:40])=[O:42])[CH2:15]1)[C:4]1[CH:18]=[CH:19][CH:20]=[CH:21][C:3]=1[Cl:2], predict the reactants needed to synthesize it. The reactants are: Cl.[Cl:2][C:3]1[CH:21]=[CH:20][CH:19]=[CH:18][C:4]=1[CH:5]([O:13][CH:14]1[CH2:17][NH:16][CH2:15]1)[C:6]1[CH:11]=[CH:10][CH:9]=[CH:8][C:7]=1[Cl:12].[N-]=C=O.ClC1C=CC=CC=1C(O[CH:37]1[CH2:40][N:39]([C:41](NC(C)(C)C)=[O:42])[CH2:38]1)C1C=CC=CC=1Cl. (2) Given the product [ClH:20].[CH3:3][O:4][C:5]1[C:10]([C:11]([Cl:20])=[O:12])=[C:9]([CH3:14])[N:8]=[C:7]([O:15][CH3:16])[CH:6]=1, predict the reactants needed to synthesize it. The reactants are: [OH-].[Li+].[CH3:3][O:4][C:5]1[C:10]([C:11](O)=[O:12])=[C:9]([CH3:14])[N:8]=[C:7]([O:15][CH3:16])[CH:6]=1.C(Cl)(=O)C([Cl:20])=O. (3) Given the product [CH2:19]([N:26]([CH:27]1[CH2:28][CH2:29][N:30]([CH2:11][C:9]2[S:8][C:6]3[N:7]=[C:2]([Cl:1])[N:3]=[C:4]([N:13]4[CH2:18][CH2:17][O:16][CH2:15][CH2:14]4)[C:5]=3[CH:10]=2)[CH2:31][CH2:32]1)[CH3:33])[C:20]1[CH:21]=[CH:22][CH:23]=[CH:24][CH:25]=1, predict the reactants needed to synthesize it. The reactants are: [Cl:1][C:2]1[N:3]=[C:4]([N:13]2[CH2:18][CH2:17][O:16][CH2:15][CH2:14]2)[C:5]2[CH:10]=[C:9]([CH:11]=O)[S:8][C:6]=2[N:7]=1.[CH2:19]([N:26]([CH3:33])[CH:27]1[CH2:32][CH2:31][NH:30][CH2:29][CH2:28]1)[C:20]1[CH:25]=[CH:24][CH:23]=[CH:22][CH:21]=1. (4) The reactants are: [C:1]([NH:4][C:5]1[C:13]([Cl:14])=[CH:12][C:8]([C:9]([OH:11])=O)=[C:7]([O:15][CH3:16])[CH:6]=1)(=[O:3])[CH3:2].C(N(CC)CC)C.C(Cl)(=O)OCC.[C:30]([N:33]1[CH2:37][C@@H:36]([NH2:38])[CH2:35][C@H:34]1[CH2:39][OH:40])(=[O:32])[CH3:31]. Given the product [C:1]([NH:4][C:5]1[C:13]([Cl:14])=[CH:12][C:8]([C:9]([NH:38][C@@H:36]2[CH2:37][N:33]([C:30](=[O:32])[CH3:31])[C@H:34]([CH2:39][OH:40])[CH2:35]2)=[O:11])=[C:7]([O:15][CH3:16])[CH:6]=1)(=[O:3])[CH3:2], predict the reactants needed to synthesize it. (5) The reactants are: [C:1]([C:3]1[CH:23]=[C:22]([C:24]2[N:29]=[C:28]([NH:30][C:31]3[CH:36]=[CH:35][C:34]([N:37]4[CH2:42][CH2:41][N:40]([CH:43]5[CH2:46][O:45][CH2:44]5)[CH2:39][CH2:38]4)=[CH:33][CH:32]=3)[N:27]=[CH:26][N:25]=2)[CH:21]=[CH:20][C:4]=1[O:5][C@H:6]1[CH2:11][CH2:10][N:9](C(OC(C)(C)C)=O)[CH2:8][C@H:7]1[F:19])#[N:2]. Given the product [F:19][C@H:7]1[C@@H:6]([O:5][C:4]2[CH:20]=[CH:21][C:22]([C:24]3[N:29]=[C:28]([NH:30][C:31]4[CH:36]=[CH:35][C:34]([N:37]5[CH2:38][CH2:39][N:40]([CH:43]6[CH2:46][O:45][CH2:44]6)[CH2:41][CH2:42]5)=[CH:33][CH:32]=4)[N:27]=[CH:26][N:25]=3)=[CH:23][C:3]=2[C:1]#[N:2])[CH2:11][CH2:10][NH:9][CH2:8]1, predict the reactants needed to synthesize it. (6) Given the product [Cl-:2].[Cl:2][C:3]1[CH:35]=[CH:34][C:6]2[N:7]([CH2:10][C:11]3[C:19]4[C:14](=[N:15][CH:16]=[CH:17][CH:18]=4)[N:13]([C:20]([N:22]([CH3:33])[CH2:23][CH2:24][NH3+:25])=[O:21])[N:12]=3)[N:8]=[N:9][C:5]=2[C:4]=1[O:36][C:37]1[CH:42]=[C:41]([C:43]#[N:44])[CH:40]=[C:39]([Cl:45])[CH:38]=1, predict the reactants needed to synthesize it. The reactants are: Cl.[Cl:2][C:3]1[CH:35]=[CH:34][C:6]2[N:7]([CH2:10][C:11]3[C:19]4[C:14](=[N:15][CH:16]=[CH:17][CH:18]=4)[N:13]([C:20]([N:22]([CH3:33])[CH2:23][CH2:24][NH:25]C(=O)OCCCC)=[O:21])[N:12]=3)[N:8]=[N:9][C:5]=2[C:4]=1[O:36][C:37]1[CH:42]=[C:41]([C:43]#[N:44])[CH:40]=[C:39]([Cl:45])[CH:38]=1. (7) Given the product [N+:1]([C:4]1[CH:9]=[CH:8][C:7]([C:10]2[S:30][C:13]([C:14]([O:16][CH2:17][CH3:18])=[O:15])=[N:12][CH:11]=2)=[CH:6][CH:5]=1)([O-:3])=[O:2], predict the reactants needed to synthesize it. The reactants are: [N+:1]([C:4]1[CH:9]=[CH:8][C:7]([C:10](=O)[CH2:11][NH:12][C:13](=O)[C:14]([O:16][CH2:17][CH3:18])=[O:15])=[CH:6][CH:5]=1)([O-:3])=[O:2].COC1C=CC(P2(SP(C3C=CC(OC)=CC=3)(=S)S2)=[S:30])=CC=1.O.C([O-])([O-])=O.[Na+].[Na+].